The task is: Predict the reactants needed to synthesize the given product.. This data is from Full USPTO retrosynthesis dataset with 1.9M reactions from patents (1976-2016). (1) Given the product [CH:12]([CH:13]1[CH2:17][CH2:16][N:15]([C:18]([O:20][CH2:21][C:22]2[CH:27]=[CH:26][CH:25]=[CH:24][CH:23]=2)=[O:19])[CH2:14]1)=[O:11], predict the reactants needed to synthesize it. The reactants are: CS(C)=O.C(Cl)(=O)C(Cl)=O.[OH:11][CH2:12][CH:13]1[CH2:17][CH2:16][N:15]([C:18]([O:20][CH2:21][C:22]2[CH:27]=[CH:26][CH:25]=[CH:24][CH:23]=2)=[O:19])[CH2:14]1.O. (2) The reactants are: I[CH2:2][CH2:3][C:4]([C:7]([C:10]([S:13]([O:15][Na])=[O:14])([F:12])[F:11])([F:9])[F:8])([F:6])[F:5].[OH-].[K+]. Given the product [CH2:2]=[CH:3][C:4]([C:7]([C:10]([S:13]([OH:15])=[O:14])([F:11])[F:12])([F:8])[F:9])([F:6])[F:5], predict the reactants needed to synthesize it. (3) Given the product [CH3:1][C:2]1[C:7]([O:8][CH3:9])=[C:6]([CH3:10])[C:5]([CH2:11][S@@:12]([C:13]2[NH:21][C:20]3[CH:19]=[C:18]([O:22][CH3:23])[CH:17]=[CH:16][C:15]=3[N:14]=2)=[O:24])=[N:4][CH:3]=1, predict the reactants needed to synthesize it. The reactants are: [CH3:1][C:2]1[CH:3]=[N:4][C:5]([CH2:11][S+:12]([O-:24])[C:13]2[NH:14][C:15]3[CH:16]=[CH:17][C:18]([O:22][CH3:23])=[CH:19][C:20]=3[N:21]=2)=[C:6]([CH3:10])[C:7]=1[O:8][CH3:9].C1C=C2C=CC(O)=C(C3C4C(=CC=CC=4)C=CC=3O)C2=CC=1.C1C=CC=CC=1. (4) Given the product [ClH:54].[NH2:45][CH2:44][C@H:41]1[CH2:40][CH2:39][C@H:38]([C:36]([NH:35][C@H:20]([C:21](=[O:34])[NH:22][C:23]2[CH:28]=[CH:27][C:26]([C:29]3[NH:33][N:32]=[N:31][N:30]=3)=[CH:25][CH:24]=2)[CH2:19][C:16]2[CH:15]=[CH:14][C:13]([C:10]3[CH:11]=[CH:12][C:7]([C:5]([NH:4][CH:1]4[CH2:2][CH2:3]4)=[O:6])=[C:8]([CH3:53])[CH:9]=3)=[CH:18][CH:17]=2)=[O:37])[CH2:43][CH2:42]1, predict the reactants needed to synthesize it. The reactants are: [CH:1]1([NH:4][C:5]([C:7]2[CH:12]=[CH:11][C:10]([C:13]3[CH:18]=[CH:17][C:16]([CH2:19][C@H:20]([NH:35][C:36]([C@H:38]4[CH2:43][CH2:42][C@H:41]([CH2:44][NH:45]C(=O)OC(C)(C)C)[CH2:40][CH2:39]4)=[O:37])[C:21](=[O:34])[NH:22][C:23]4[CH:28]=[CH:27][C:26]([C:29]5[NH:33][N:32]=[N:31][N:30]=5)=[CH:25][CH:24]=4)=[CH:15][CH:14]=3)=[CH:9][C:8]=2[CH3:53])=[O:6])[CH2:3][CH2:2]1.[ClH:54].C(#N)C. (5) Given the product [N:1]1([C:5]2[CH:10]=[C:9]([CH2:11][O:12][CH2:13][C:14]([F:17])([F:16])[F:15])[N:8]=[C:7]([NH:24][C:23]3[CH:25]=[CH:26][C:27]([C:28]4[CH:33]=[C:32]([CH3:34])[N:31]=[N:30][CH:29]=4)=[C:21]([O:20][CH3:19])[CH:22]=3)[N:6]=2)[CH2:4][CH2:3][CH2:2]1, predict the reactants needed to synthesize it. The reactants are: [N:1]1([C:5]2[CH:10]=[C:9]([CH2:11][O:12][CH2:13][C:14]([F:17])([F:16])[F:15])[N:8]=[C:7](Cl)[N:6]=2)[CH2:4][CH2:3][CH2:2]1.[CH3:19][O:20][C:21]1[CH:22]=[C:23]([CH:25]=[CH:26][C:27]=1[C:28]1[CH:33]=[C:32]([CH3:34])[N:31]=[N:30][CH:29]=1)[NH2:24].C(=O)([O-])[O-].[Cs+].[Cs+].C1(P(C2CCCCC2)C2C=CC=CC=2C2C=CC=CC=2)CCCCC1.